Dataset: Full USPTO retrosynthesis dataset with 1.9M reactions from patents (1976-2016). Task: Predict the reactants needed to synthesize the given product. Given the product [NH2:19][CH2:18][C:14]1[CH:13]=[C:12]([S:9]([N:8]([CH2:1][C:2]2[CH:3]=[CH:4][CH:5]=[CH:6][CH:7]=2)[CH3:20])(=[O:11])=[O:10])[CH:17]=[CH:16][CH:15]=1, predict the reactants needed to synthesize it. The reactants are: [CH2:1]([N:8]([CH3:20])[S:9]([C:12]1[CH:17]=[CH:16][CH:15]=[C:14]([C:18]#[N:19])[CH:13]=1)(=[O:11])=[O:10])[C:2]1[CH:7]=[CH:6][CH:5]=[CH:4][CH:3]=1.[OH-].[NH4+].